Dataset: Catalyst prediction with 721,799 reactions and 888 catalyst types from USPTO. Task: Predict which catalyst facilitates the given reaction. (1) Reactant: [CH2:1]([O:3][CH2:4][C:5]1[N:6]([N:18]=[CH:19][CH:20]([CH3:22])[CH3:21])[C:7]2[C:16]3[CH:15]=[CH:14][CH:13]=[CH:12][C:11]=3[N:10]=[CH:9][C:8]=2[N:17]=1)[CH3:2].[BH4-].[Na+].C(Cl)(Cl)Cl. Product: [CH2:1]([O:3][CH2:4][C:5]1[N:6]([NH:18][CH2:19][CH:20]([CH3:21])[CH3:22])[C:7]2[C:16]3[CH:15]=[CH:14][CH:13]=[CH:12][C:11]=3[N:10]=[CH:9][C:8]=2[N:17]=1)[CH3:2]. The catalyst class is: 5. (2) Reactant: [CH3:1][O:2][C:3](=[O:41])[CH2:4][S:5][C:6]1[CH:7]=[C:8]([O:33][C:34]2[C:35]([CH3:40])=[N:36][CH:37]=[CH:38][CH:39]=2)[C:9]([NH:12][C:13]2[S:17][N:16]=[C:15]([CH:18]3[CH2:24][CH:23]4[N:25](C(OC(C)(C)C)=O)[CH:20]([CH2:21][CH2:22]4)[CH2:19]3)[N:14]=2)=[N:10][CH:11]=1.C(O)(C(F)(F)F)=O. Product: [CH:20]12[NH:25][CH:23]([CH2:22][CH2:21]1)[CH2:24][CH:18]([C:15]1[N:14]=[C:13]([NH:12][C:9]3[N:10]=[CH:11][C:6]([S:5][CH2:4][C:3]([O:2][CH3:1])=[O:41])=[CH:7][C:8]=3[O:33][C:34]3[C:35]([CH3:40])=[N:36][CH:37]=[CH:38][CH:39]=3)[S:17][N:16]=1)[CH2:19]2. The catalyst class is: 2. (3) Product: [CH3:1][O:2][C:3]1[C:8]([CH3:9])=[CH:7][N:6]=[C:5]([CH2:10][CH2:11][C:12]2[CH:17]=[CH:16][CH:15]=[C:14]([N:18]3[CH2:19][CH2:20][CH2:21][CH2:22]3)[N:13]=2)[C:4]=1[CH3:23]. Reactant: [CH3:1][O:2][C:3]1[C:8]([CH3:9])=[CH:7][N:6]=[C:5](/[CH:10]=[CH:11]/[C:12]2[CH:17]=[CH:16][CH:15]=[C:14]([N:18]3[CH2:22][CH2:21][CH2:20][CH2:19]3)[N:13]=2)[C:4]=1[CH3:23]. The catalyst class is: 29. (4) Reactant: [CH3:1][N:2]1[C:29]2[C:24](=[CH:25][C:26]([C:30]([OH:32])=O)=[CH:27][CH:28]=2)[C:4]2([CH2:9][CH2:8][N:7]([C:10](=[O:23])/[CH:11]=[CH:12]/[C:13]3[CH:18]=[CH:17][CH:16]=[CH:15][C:14]=3[C:19]([F:22])([F:21])[F:20])[CH2:6][CH2:5]2)[C:3]1=[O:33].[NH2:34][CH2:35][CH2:36][OH:37].C1C=CC2N(O)N=NC=2C=1.CCN=C=NCCCN(C)C.CCN(C(C)C)C(C)C. Product: [OH:37][CH2:36][CH2:35][NH:34][C:30]([C:26]1[CH:25]=[C:24]2[C:4]3([CH2:5][CH2:6][N:7]([C:10](=[O:23])/[CH:11]=[CH:12]/[C:13]4[CH:18]=[CH:17][CH:16]=[CH:15][C:14]=4[C:19]([F:22])([F:21])[F:20])[CH2:8][CH2:9]3)[C:3](=[O:33])[N:2]([CH3:1])[C:29]2=[CH:28][CH:27]=1)=[O:32]. The catalyst class is: 2. (5) Reactant: [CH3:1][C:2]1[CH:7]=[CH:6][C:5]([N+:8]([O-:10])=[O:9])=[CH:4][C:3]=1[OH:11].Cl[CH2:13][CH2:14][N:15]1[CH2:20][CH2:19][O:18][CH2:17][CH2:16]1.C(=O)([O-])[O-].[K+].[K+].C(OC(=O)C)C. Product: [CH3:1][C:2]1[CH:7]=[CH:6][C:5]([N+:8]([O-:10])=[O:9])=[CH:4][C:3]=1[O:11][CH2:13][CH2:14][N:15]1[CH2:20][CH2:19][O:18][CH2:17][CH2:16]1. The catalyst class is: 21.